Regression. Given two drug SMILES strings and cell line genomic features, predict the synergy score measuring deviation from expected non-interaction effect. From a dataset of NCI-60 drug combinations with 297,098 pairs across 59 cell lines. (1) Drug 1: C1=NC(=NC(=O)N1C2C(C(C(O2)CO)O)O)N. Drug 2: CC1C(C(CC(O1)OC2CC(OC(C2O)C)OC3=CC4=CC5=C(C(=O)C(C(C5)C(C(=O)C(C(C)O)O)OC)OC6CC(C(C(O6)C)O)OC7CC(C(C(O7)C)O)OC8CC(C(C(O8)C)O)(C)O)C(=C4C(=C3C)O)O)O)O. Cell line: OVCAR3. Synergy scores: CSS=37.7, Synergy_ZIP=0.622, Synergy_Bliss=0.324, Synergy_Loewe=-17.7, Synergy_HSA=-2.51. (2) Drug 1: C1=NC2=C(N=C(N=C2N1C3C(C(C(O3)CO)O)O)F)N. Drug 2: COC1=C2C(=CC3=C1OC=C3)C=CC(=O)O2. Cell line: NCI-H226. Synergy scores: CSS=-8.07, Synergy_ZIP=2.31, Synergy_Bliss=-2.98, Synergy_Loewe=-6.44, Synergy_HSA=-7.37.